This data is from Forward reaction prediction with 1.9M reactions from USPTO patents (1976-2016). The task is: Predict the product of the given reaction. (1) Given the reactants [Cl:1][C:2]1[CH:7]=[C:6]([C:8]2[C:9]3[CH:16]=[C:15]([CH2:17][O:18][C:19]4[N:24]=[CH:23][C:22]([C@@H:25]([C:32]#[C:33][CH3:34])[CH2:26][C:27]([O:29]CC)=[O:28])=[CH:21][CH:20]=4)[CH:14]=[CH:13][C:10]=3[S:11][CH:12]=2)[C:5]([CH3:35])=[CH:4][N:3]=1.[Li+].[OH-].Cl, predict the reaction product. The product is: [Cl:1][C:2]1[CH:7]=[C:6]([C:8]2[C:9]3[CH:16]=[C:15]([CH2:17][O:18][C:19]4[N:24]=[CH:23][C:22]([C@@H:25]([C:32]#[C:33][CH3:34])[CH2:26][C:27]([OH:29])=[O:28])=[CH:21][CH:20]=4)[CH:14]=[CH:13][C:10]=3[S:11][CH:12]=2)[C:5]([CH3:35])=[CH:4][N:3]=1. (2) Given the reactants [N:1]1([CH2:11][CH2:12][C:13]([NH:15][CH2:16][CH2:17][N:18]([CH3:20])[CH3:19])=[O:14])[C:10]2[C:5](=[CH:6][CH:7]=[CH:8][CH:9]=2)[CH2:4][CH2:3][CH2:2]1.O=P(Cl)(Cl)Cl.CN([CH:29]=[O:30])C, predict the reaction product. The product is: [CH3:20][N:18]([CH3:19])[CH2:17][CH2:16][NH:15][C:13](=[O:14])[CH2:12][CH2:11][N:1]1[C:10]2[C:5](=[CH:6][C:7]([CH:29]=[O:30])=[CH:8][CH:9]=2)[CH2:4][CH2:3][CH2:2]1. (3) Given the reactants [NH:1]1[CH2:5][CH2:4][CH2:3][C@@H:2]1[CH2:6][OH:7].O.C(=O)([O-])O.[Na+].Cl[C:15]([O:17][CH2:18][C:19]1[CH:24]=[CH:23][CH:22]=[CH:21][CH:20]=1)=[O:16], predict the reaction product. The product is: [OH:7][CH2:6][C@H:2]1[CH2:3][CH2:4][CH2:5][N:1]1[C:15]([O:17][CH2:18][C:19]1[CH:24]=[CH:23][CH:22]=[CH:21][CH:20]=1)=[O:16]. (4) Given the reactants [CH2:1]([NH:3][C:4](=[O:30])[NH:5][C:6]1[N:11]=[CH:10][C:9]([C:12]2[S:13][C:14]([C:17]([O:19][CH3:20])=O)=[CH:15][N:16]=2)=[C:8]([C:21]2[S:22][CH:23]=[C:24]([C:26]([F:29])([F:28])[F:27])[N:25]=2)[CH:7]=1)[CH3:2].[OH2:31].[NH2:32][NH2:33].C(N(C(C)C)CC)(C)C.N1(C(N2C=CN=C2)=O)C=CN=C1, predict the reaction product. The product is: [CH2:1]([NH:3][C:4]([NH:5][C:6]1[CH:7]=[C:8]([C:21]2[S:22][CH:23]=[C:24]([C:26]([F:28])([F:29])[F:27])[N:25]=2)[C:9]([C:12]2[S:13][C:14]([C:17]3[O:19][C:20](=[O:31])[NH:32][N:33]=3)=[CH:15][N:16]=2)=[CH:10][N:11]=1)=[O:30])[CH3:2]. (5) Given the reactants C[O:2][C:3](=[O:38])[CH:4]([NH:27][C:28]([O:30][CH2:31][C:32]1[CH:37]=[CH:36][CH:35]=[CH:34][CH:33]=1)=[O:29])[CH2:5][NH:6][C:7]([N:9]1[CH2:26][CH2:25][C:12]2([N:16]([C:17]3[CH:22]=[CH:21][CH:20]=[CH:19][CH:18]=3)[CH2:15][N:14]([CH3:23])[C:13]2=[O:24])[CH2:11][CH2:10]1)=[O:8].Cl, predict the reaction product. The product is: [CH2:31]([O:30][C:28]([NH:27][CH:4]([CH2:5][NH:6][C:7]([N:9]1[CH2:26][CH2:25][C:12]2([N:16]([C:17]3[CH:22]=[CH:21][CH:20]=[CH:19][CH:18]=3)[CH2:15][N:14]([CH3:23])[C:13]2=[O:24])[CH2:11][CH2:10]1)=[O:8])[C:3]([OH:38])=[O:2])=[O:29])[C:32]1[CH:33]=[CH:34][CH:35]=[CH:36][CH:37]=1.